Dataset: Full USPTO retrosynthesis dataset with 1.9M reactions from patents (1976-2016). Task: Predict the reactants needed to synthesize the given product. (1) Given the product [CH:4]([C:3]1[CH:6]=[CH:7][C:8]([C:10]([F:13])([F:12])[F:11])=[CH:9][C:2]=1[N:14]1[CH2:18][CH2:17][CH2:16][CH:15]1[C:19]([O:21][CH2:22][CH3:23])=[O:20])=[O:5], predict the reactants needed to synthesize it. The reactants are: Br[C:2]1[CH:9]=[C:8]([C:10]([F:13])([F:12])[F:11])[CH:7]=[CH:6][C:3]=1[CH:4]=[O:5].[NH:14]1[CH2:18][CH2:17][CH2:16][CH:15]1[C:19]([O:21][CH2:22][CH3:23])=[O:20].C(=O)([O-])[O-].[Cs+].[Cs+].C1(P(C2CCCCC2)C2C=CC=CC=2C2C(OC(C)C)=CC=CC=2OC(C)C)CCCCC1. (2) Given the product [Cl:1][C:2]1[C:3]([C:16]2[CH:21]=[CH:20][CH:19]=[C:18]([NH:30][CH2:29][CH:23]3[CH2:28][CH2:27][CH2:26][CH2:25][CH2:24]3)[N:17]=2)=[N:4][C:5]([NH:8][C@H:9]2[CH2:14][CH2:13][C@H:12]([NH2:15])[CH2:11][CH2:10]2)=[N:6][CH:7]=1, predict the reactants needed to synthesize it. The reactants are: [Cl:1][C:2]1[C:3]([C:16]2[CH:21]=[CH:20][CH:19]=[C:18](F)[N:17]=2)=[N:4][C:5]([NH:8][C@H:9]2[CH2:14][CH2:13][C@H:12]([NH2:15])[CH2:11][CH2:10]2)=[N:6][CH:7]=1.[CH:23]1([CH2:29][NH2:30])[CH2:28][CH2:27][CH2:26][CH2:25][CH2:24]1. (3) Given the product [OH:31][C@@:24]1([C:22]#[C:23][C:2]2[CH:7]=[CH:6][N:5]=[C:4]([N:8]3[C:16]4[CH2:15][C@@:14]5([CH3:18])[CH2:17][C@H:13]5[CH2:12][C:11]=4[C:10]([C:19]([NH2:21])=[O:20])=[N:9]3)[CH:3]=2)[CH2:28][CH2:27][N:26]([CH3:29])[C:25]1=[O:30], predict the reactants needed to synthesize it. The reactants are: I[C:2]1[CH:7]=[CH:6][N:5]=[C:4]([N:8]2[C:16]3[CH2:15][C@@:14]4([CH3:18])[CH2:17][C@H:13]4[CH2:12][C:11]=3[C:10]([C:19]([NH2:21])=[O:20])=[N:9]2)[CH:3]=1.[C:22]([C@:24]1([OH:31])[CH2:28][CH2:27][N:26]([CH3:29])[C:25]1=[O:30])#[CH:23].